Dataset: Full USPTO retrosynthesis dataset with 1.9M reactions from patents (1976-2016). Task: Predict the reactants needed to synthesize the given product. (1) Given the product [O:32]1[C:36]2[CH:37]=[CH:38][C:39]([C:41]3([C:44]([NH:46][C:47]4[CH:52]=[CH:51][C:50]([CH:53]([C:54]5[CH:59]=[CH:58][CH:57]=[CH:56][C:55]=5[O:60][CH3:61])[O:62][CH2:63][CH2:64][CH3:65])=[CH:49][N:48]=4)=[O:45])[CH2:43][CH2:42]3)=[CH:40][C:35]=2[O:34][CH2:33]1, predict the reactants needed to synthesize it. The reactants are: O1C2C=CC(C3(C(NC4C=CC(C(O)C5C=CC=CC=5OC)=CN=4)=O)CC3)=CC=2OC1.[O:32]1[C:36]2[CH:37]=[CH:38][C:39]([C:41]3([C:44]([NH:46][C:47]4[CH:52]=[CH:51][C:50]([CH:53]([O:62][CH2:63][CH2:64][CH2:65]O)[C:54]5[CH:59]=[CH:58][CH:57]=[CH:56][C:55]=5[O:60][CH3:61])=[CH:49][N:48]=4)=[O:45])[CH2:43][CH2:42]3)=[CH:40][C:35]=2[O:34][CH2:33]1. (2) Given the product [ClH:34].[CH3:1][C:2]1[N:6]=[C:5]([C:7]2[C:8](=[O:33])[NH:9][C:10](=[O:32])[N:11]([CH2:13][CH2:14][CH2:15][N:16]3[CH2:21][C@H:20]4[C@:18]([C:22]5[CH:27]=[CH:26][C:25]([C:28]([F:31])([F:30])[F:29])=[CH:24][CH:23]=5)([CH2:19]4)[CH2:17]3)[CH:12]=2)[O:4][N:3]=1, predict the reactants needed to synthesize it. The reactants are: [CH3:1][C:2]1[N:6]=[C:5]([C:7]2[C:8](=[O:33])[NH:9][C:10](=[O:32])[N:11]([CH2:13][CH2:14][CH2:15][N:16]3[CH2:21][C@H:20]4[C@:18]([C:22]5[CH:27]=[CH:26][C:25]([C:28]([F:31])([F:30])[F:29])=[CH:24][CH:23]=5)([CH2:19]4)[CH2:17]3)[CH:12]=2)[O:4][N:3]=1.[ClH:34].